The task is: Binary Classification. Given a miRNA mature sequence and a target amino acid sequence, predict their likelihood of interaction.. This data is from Experimentally validated miRNA-target interactions with 360,000+ pairs, plus equal number of negative samples. (1) The miRNA is ath-miR398c-3p with sequence UGUGUUCUCAGGUCACCCCUG. The protein sequence of the target gene is MASPSKAVIVPGNGGGDVTTHGWYGWVKKELEKIPGFQCLAKNMPDPITARESIWLPFMETELHCDEKTIIIGHSSGAIAAMRYAETHRVYAIVLVSAYTSDLGDENERASGYFTRPWQWEKIKANCPYIVQFGSTDDPFLPWKEQQEVADRLETKLHKFTDCGHFQNTEFHELITVVKSLLKVPA. Result: 0 (no interaction). (2) The miRNA is hsa-miR-3975 with sequence UGAGGCUAAUGCACUACUUCAC. The protein sequence of the target gene is MNPSSVPHPLPPPGQQVIHVTQDLDTDLEALFNSVMNPKPSSWRKKILPESFFKEPDSGSHSRQSSTDSSGGHPGPRLAGGAQHVRSHSSPASLQLGTGAGAAGGPAQQHAHLRQQSYDVTDELPLPPGWEMTFTATGQRYFLNHIEKITTWQDPRKVMNQPLNHVNLHPSITSTSVPQRSMAVSQPNLAMNHQHQQVVATSLSPQNHPTQNQPTGLMSVPNALTTQQQQQQKLRLQRIQMERERIRMRQEELMRQEAALCRQLPMETETMAPVNTPAMSTDMRSVTNSSSDPFLNGGPY.... Result: 0 (no interaction). (3) The miRNA is hsa-miR-4713-5p with sequence UUCUCCCACUACCAGGCUCCCA. The protein sequence of the target gene is MVQLAPAAAMDEVTFRSDTVLSDVHLYTPNHRHLMVRLNSVGQPVFLSQFKLLWSQDSWTDSGAKGGSHRDVHTKEPPSAETGSTGSPPGSGHGNEGFSLQAGTDTTGQEVAEAQLDEDGDLDVVRRPRAASDSNPAGPLRDKVHPMILAQEEDDVLGEEAQGSPHDIIRIEHTMATPLEDVGKQVWRGALLLADYILFRQDLFRGCTALELGAGTGLASIIAATMARTVYCTDVGADLLSMCQRNIALNSHLAATGGGIVRVKELDWLKDDLCTDPKVPFSWSQEEISDLYDHTTILFA.... Result: 0 (no interaction). (4) The miRNA is hsa-miR-623 with sequence AUCCCUUGCAGGGGCUGUUGGGU. The protein sequence of the target gene is MPHLMERMVGSGLLWLALVSCILTQASAVQRGYGNPIEASSYGLDLDCGAPGTPEAHVCFDPCQNYTLLDEPFRSTENSAGSQGCDKNMSGWYRFVGEGGVRMSETCVQVHRCQTDAPMWLNGTHPALGDGITNHTACAHWSGNCCFWKTEVLVKACPGGYHVYRLEGTPWCNLRYCTVPRDPSTVEDKCEKACRPEEECLALNSTWGCFCRQDLNSSDVHSLQPQLDCGPREIKVKVDKCLLGGLGLGEEVIAYLRDPNCSSILQTEERNWVSVTSPVQASACRNILERNQTHAIYKNT.... Result: 1 (interaction).